Dataset: Full USPTO retrosynthesis dataset with 1.9M reactions from patents (1976-2016). Task: Predict the reactants needed to synthesize the given product. (1) The reactants are: [Br:1][C:2]1[CH:7]=[CH:6][C:5]([C@@H:8]([NH2:10])[CH3:9])=[CH:4][CH:3]=1.C([O-])([O-])=O.[K+].[K+].Cl[CH2:18][C:19]([C:21]1[CH:26]=[CH:25][C:24]([F:27])=[CH:23][CH:22]=1)=[O:20]. Given the product [Br:1][C:2]1[CH:7]=[CH:6][C:5]([C@@H:8]([NH:10][CH2:18][C:19]([C:21]2[CH:26]=[CH:25][C:24]([F:27])=[CH:23][CH:22]=2)=[O:20])[CH3:9])=[CH:4][CH:3]=1, predict the reactants needed to synthesize it. (2) Given the product [N:22]1[N:21]=[C:20]([C:13]2([C:15]3[S:16][CH:17]=[CH:18][CH:19]=3)[CH2:12][C:11]([CH2:31][OH:32])([CH2:10][OH:9])[CH2:14]2)[N:24]2[CH2:25][CH2:26][CH2:27][CH2:28][CH2:29][CH2:30][C:23]=12, predict the reactants needed to synthesize it. The reactants are: Cl.C1COCC1.CC1(C)[O:32][CH2:31][C:11]2([CH2:14][C:13]([C:20]3[N:24]4[CH2:25][CH2:26][CH2:27][CH2:28][CH2:29][CH2:30][C:23]4=[N:22][N:21]=3)([C:15]3[S:16][CH:17]=[CH:18][CH:19]=3)[CH2:12]2)[CH2:10][O:9]1.C(=O)([O-])O.[Na+].